This data is from Catalyst prediction with 721,799 reactions and 888 catalyst types from USPTO. The task is: Predict which catalyst facilitates the given reaction. (1) Reactant: [N+:1]([C:4]1[CH:5]=[C:6]([CH:12]=[CH:13][C:14]=1[C:15]([F:18])([F:17])[F:16])[C:7]([O:9][CH2:10][CH3:11])=[O:8])([O-])=O. Product: [NH2:1][C:4]1[CH:5]=[C:6]([CH:12]=[CH:13][C:14]=1[C:15]([F:16])([F:17])[F:18])[C:7]([O:9][CH2:10][CH3:11])=[O:8]. The catalyst class is: 14. (2) Reactant: C1(P(C2CCCCC2)C2C=CC=CC=2C2C(C(C)C)=CC(C(C)C)=CC=2C(C)C)CCCCC1.[O:35]1[CH2:40][CH2:39][N:38]([C:41]2[C:46]([NH2:47])=[CH:45][C:44]([N:48]3[CH2:53][CH2:52][O:51][CH2:50][CH2:49]3)=[CH:43][N:42]=2)[CH2:37][CH2:36]1.Cl[C:55]1[C:64]2[C:59](=[CH:60][C:61]([F:66])=[CH:62][C:63]=2[F:65])[N:58]=[C:57]([C:67]2[CH:68]=[CH:69][C:70]([N:73]3[CH2:77][CH2:76][CH:75]([OH:78])[CH2:74]3)=[N:71][CH:72]=2)[C:56]=1[CH3:79].CC(C)([O-])C.[Na+]. Product: [O:35]1[CH2:40][CH2:39][N:38]([C:41]2[C:46]([NH:47][C:55]3[C:64]4[C:59](=[CH:60][C:61]([F:66])=[CH:62][C:63]=4[F:65])[N:58]=[C:57]([C:67]4[CH:68]=[CH:69][C:70]([N:73]5[CH2:77][CH2:76][CH:75]([OH:78])[CH2:74]5)=[N:71][CH:72]=4)[C:56]=3[CH3:79])=[CH:45][C:44]([N:48]3[CH2:49][CH2:50][O:51][CH2:52][CH2:53]3)=[CH:43][N:42]=2)[CH2:37][CH2:36]1. The catalyst class is: 101.